This data is from Catalyst prediction with 721,799 reactions and 888 catalyst types from USPTO. The task is: Predict which catalyst facilitates the given reaction. (1) Reactant: [CH2:1]([O:8][CH2:9][N:10]1[C:15](=[O:16])[C:14]([CH3:17])=[C:13]([C:18]2[CH:23]=[CH:22][C:21]([O:24]COC)=[CH:20][C:19]=2[CH3:28])[N:12]([CH3:29])[C:11]1=[O:30])[C:2]1[CH:7]=[CH:6][CH:5]=[CH:4][CH:3]=1.Cl. Product: [CH2:1]([O:8][CH2:9][N:10]1[C:15](=[O:16])[C:14]([CH3:17])=[C:13]([C:18]2[CH:23]=[CH:22][C:21]([OH:24])=[CH:20][C:19]=2[CH3:28])[N:12]([CH3:29])[C:11]1=[O:30])[C:2]1[CH:7]=[CH:6][CH:5]=[CH:4][CH:3]=1. The catalyst class is: 7. (2) Reactant: [CH3:1][C:2]1([CH3:14])[C:6]([CH3:8])([CH3:7])[O:5][B:4]([C:9]2[CH:10]=[N:11][NH:12][CH:13]=2)[O:3]1.[CH:15]1([CH2:18]Br)[CH2:17][CH2:16]1.C(=O)([O-])[O-].[Cs+].[Cs+]. Product: [CH:15]1([CH2:18][N:12]2[CH:13]=[C:9]([B:4]3[O:5][C:6]([CH3:7])([CH3:8])[C:2]([CH3:14])([CH3:1])[O:3]3)[CH:10]=[N:11]2)[CH2:17][CH2:16]1. The catalyst class is: 115. (3) Reactant: C(=O)([O-])[O-].[Cs+].[Cs+].C1C=CC(P(C2C=CC3C(=CC=CC=3)C=2C2C3C(=CC=CC=3)C=CC=2P(C2C=CC=CC=2)C2C=CC=CC=2)C2C=CC=CC=2)=CC=1.[Cl:53][C:54]1[CH:61]=[CH:60][C:57]([CH2:58][OH:59])=[CH:56][CH:55]=1.[CH2:62]([C:69]1[C:73]2[C:74](Cl)=[N:75][CH:76]=[CH:77][C:72]=2[NH:71][C:70]=1[CH3:79])[C:63]1[CH:68]=[CH:67][CH:66]=[CH:65][CH:64]=1. Product: [ClH:53].[CH2:62]([C:69]1[C:73]2[C:74]([O:59][CH2:58][C:57]3[CH:60]=[CH:61][C:54]([Cl:53])=[CH:55][CH:56]=3)=[N:75][CH:76]=[CH:77][C:72]=2[NH:71][C:70]=1[CH3:79])[C:63]1[CH:64]=[CH:65][CH:66]=[CH:67][CH:68]=1. The catalyst class is: 101. (4) Product: [NH2:1][C:2](=[O:45])[C:3]([CH3:44])([CH3:43])[CH2:4][NH:5][C:6]([C@H:8]([CH:40]([CH3:42])[CH3:41])[CH2:9][C@@H:10]1[O:14][CH2:13][N:12]([C:15]([O:17][CH2:18][O:54][C:55]2[CH:56]=[N:57][CH:58]=[CH:59][CH:60]=2)=[O:16])[C@H:11]1[CH2:20][C@H:21]([CH2:25][C:26]1[CH:31]=[CH:30][C:29]([O:32][CH3:33])=[C:28]([O:34][CH2:35][CH2:36][CH2:37][O:38][CH3:39])[CH:27]=1)[CH:22]([CH3:24])[CH3:23])=[O:7]. Reactant: [NH2:1][C:2](=[O:45])[C:3]([CH3:44])([CH3:43])[CH2:4][NH:5][C:6]([C@H:8]([CH:40]([CH3:42])[CH3:41])[CH2:9][C@@H:10]1[O:14][CH2:13][N:12]([C:15]([O:17][CH2:18]Cl)=[O:16])[C@H:11]1[CH2:20][C@H:21]([CH2:25][C:26]1[CH:31]=[CH:30][C:29]([O:32][CH3:33])=[C:28]([O:34][CH2:35][CH2:36][CH2:37][O:38][CH3:39])[CH:27]=1)[CH:22]([CH3:24])[CH3:23])=[O:7].C(=O)([O-])[O-].[Cs+].[Cs+].[I-].[Cs+].[OH:54][C:55]1[CH:56]=[N:57][CH:58]=[CH:59][CH:60]=1.C(O)(=O)CC(CC(O)=O)(C(O)=O)O. The catalyst class is: 3. (5) Reactant: [CH3:1][O:2][C:3]([C@@H:5]1[CH2:33][C@@H:32]2[CH2:34][N:6]1[C:7](=[O:41])[C@H:8]([C:37]([CH3:40])([CH3:39])[CH3:38])[NH:9][C:10](=[O:36])[O:11][C@@H:12]1[CH2:35][C@H:13]1[CH2:14][CH2:15][CH2:16][CH2:17][CH2:18][C:19]1[C:20]([O:31]2)=[N:21][C:22]2[CH:23]=[CH:24][CH:25]=[CH:26][C:27]=2[C:28]=1[CH:29]=C)=[O:4].I([O-])(=O)(=O)=[O:43].[Na+]. Product: [CH3:1][O:2][C:3]([C@@H:5]1[CH2:33][C@@H:32]2[CH2:34][N:6]1[C:7](=[O:41])[C@H:8]([C:37]([CH3:40])([CH3:39])[CH3:38])[NH:9][C:10](=[O:36])[O:11][C@@H:12]1[CH2:35][C@H:13]1[CH2:14][CH2:15][CH2:16][CH2:17][CH2:18][C:19]1[C:20]([O:31]2)=[N:21][C:22]2[CH:23]=[CH:24][CH:25]=[CH:26][C:27]=2[C:28]=1[CH:29]=[O:43])=[O:4]. The catalyst class is: 95. (6) Reactant: [F:1][C:2]1[CH:3]=[CH:4][C:5]([N+:9]([O-:11])=[O:10])=[C:6]([OH:8])[CH:7]=1.C(=O)([O-])[O-].[Cs+].[Cs+].I[CH:19]([CH3:21])[CH3:20]. Product: [F:1][C:2]1[CH:3]=[CH:4][C:5]([N+:9]([O-:11])=[O:10])=[C:6]([O:8][CH:19]([CH3:21])[CH3:20])[CH:7]=1. The catalyst class is: 3.